From a dataset of NCI-60 drug combinations with 297,098 pairs across 59 cell lines. Regression. Given two drug SMILES strings and cell line genomic features, predict the synergy score measuring deviation from expected non-interaction effect. Drug 1: CNC(=O)C1=CC=CC=C1SC2=CC3=C(C=C2)C(=NN3)C=CC4=CC=CC=N4. Drug 2: CC1CCC2CC(C(=CC=CC=CC(CC(C(=O)C(C(C(=CC(C(=O)CC(OC(=O)C3CCCCN3C(=O)C(=O)C1(O2)O)C(C)CC4CCC(C(C4)OC)OCCO)C)C)O)OC)C)C)C)OC. Cell line: BT-549. Synergy scores: CSS=22.4, Synergy_ZIP=1.15, Synergy_Bliss=1.09, Synergy_Loewe=-15.1, Synergy_HSA=-0.150.